This data is from Reaction yield outcomes from USPTO patents with 853,638 reactions. The task is: Predict the reaction yield, written as a fraction of the theoretical maximum amount of product (1.0 means a 100% yield; for example, 0.34 means a 34% yield). (1) The reactants are [N+:1]([C:4]1[CH:12]=[C:11]2[C:7]([CH:8]=[CH:9][NH:10]2)=[CH:6][CH:5]=1)([O-:3])=[O:2].[C:13]([O-])([O-])=O.[K+].[K+].CI.O. The catalyst is CN(C=O)C. The product is [CH3:13][N:10]1[C:11]2[C:7](=[CH:6][CH:5]=[C:4]([N+:1]([O-:3])=[O:2])[CH:12]=2)[CH:8]=[CH:9]1. The yield is 0.980. (2) The reactants are C([O:8][C:9]1[CH:13]=[C:12]([C:14]([F:17])([F:16])[F:15])[S:11][C:10]=1[CH2:18][C:19]1[CH:24]=[CH:23][C:22]([O:25][CH3:26])=[CH:21][CH:20]=1)C1C=CC=CC=1.O. The catalyst is ClCCl. The product is [CH3:26][O:25][C:22]1[CH:21]=[CH:20][C:19]([CH2:18][C:10]2[S:11][C:12]([C:14]([F:15])([F:17])[F:16])=[CH:13][C:9]=2[OH:8])=[CH:24][CH:23]=1. The yield is 0.900. (3) The reactants are [CH:1]1([C:5]2[C:26]([C:27]3[NH:35][C:30]4[CH2:31][NH:32][CH2:33][CH2:34][C:29]=4[N:28]=3)=[CH:25][C:8]([C:9]([N:11]3[CH2:16][CH2:15][CH:14]([C:17]4[CH:24]=[CH:23][C:20]([C:21]#[N:22])=[CH:19][CH:18]=4)[CH2:13][CH2:12]3)=[O:10])=[C:7]([CH3:36])[CH:6]=2)[CH2:4][CH2:3][CH2:2]1.[BH-](OC(C)=O)(OC(C)=O)O[C:39](C)=O.[Na+].C=O. The catalyst is O1CCCC1. The product is [CH:1]1([C:5]2[C:26]([C:27]3[NH:35][C:30]4[CH2:31][N:32]([CH3:39])[CH2:33][CH2:34][C:29]=4[N:28]=3)=[CH:25][C:8]([C:9]([N:11]3[CH2:12][CH2:13][CH:14]([C:17]4[CH:24]=[CH:23][C:20]([C:21]#[N:22])=[CH:19][CH:18]=4)[CH2:15][CH2:16]3)=[O:10])=[C:7]([CH3:36])[CH:6]=2)[CH2:2][CH2:3][CH2:4]1. The yield is 0.160. (4) The reactants are [CH:1]1([C:7]2[C:8]3[CH:9]=[CH:10][C:11]([C:39](O)=[O:40])=[CH:12][C:13]=3[N:14]3[CH2:20][C:19]([C:21]([N:23]4[CH2:28][CH2:27][CH:26]([N:29]5[CH2:34][CH2:33][O:32][CH2:31][CH2:30]5)[CH2:25][CH2:24]4)=[O:22])=[CH:18][C:17]4[CH:35]=[CH:36][CH:37]=[CH:38][C:16]=4[C:15]=23)[CH2:6][CH2:5][CH2:4][CH2:3][CH2:2]1.C(N(CC)C(C)C)(C)C.Cl.Cl.[NH2:53][CH2:54][C:55]1[N:56]=[C:57]2[CH:62]=[CH:61][CH:60]=[CH:59][N:58]2[CH:63]=1.Cl.CN(C)CCCN=C=NCC.ON1C2C=CC=CC=2N=N1. The catalyst is C(Cl)Cl. The product is [CH:1]1([C:7]2[C:8]3[CH:9]=[CH:10][C:11]([C:39]([NH:53][CH2:54][C:55]4[N:56]=[C:57]5[CH:62]=[CH:61][CH:60]=[CH:59][N:58]5[CH:63]=4)=[O:40])=[CH:12][C:13]=3[N:14]3[CH2:20][C:19]([C:21]([N:23]4[CH2:24][CH2:25][CH:26]([N:29]5[CH2:34][CH2:33][O:32][CH2:31][CH2:30]5)[CH2:27][CH2:28]4)=[O:22])=[CH:18][C:17]4[CH:35]=[CH:36][CH:37]=[CH:38][C:16]=4[C:15]=23)[CH2:2][CH2:3][CH2:4][CH2:5][CH2:6]1. The yield is 0.350. (5) The reactants are [Cl:1][C:2]1[CH:7]=[C:6]([CH3:8])[CH:5]=[CH:4][N+:3]=1[O-].P(Cl)(Cl)([Cl:12])=O. No catalyst specified. The product is [Cl:1][C:2]1[CH:7]=[C:6]([CH3:8])[CH:5]=[C:4]([Cl:12])[N:3]=1. The yield is 0.430. (6) The reactants are C(OC([C:6]1[CH:7]=[C:8]([C:12]2[CH:17]=[CH:16][C:15]([CH2:18][Br:19])=[CH:14][CH:13]=2)[CH:9]=[CH:10][CH:11]=1)=O)C.[CH2:20]([O:22][C:23](C1C(C2C=CC(C)=CC=2)=CC=CC=1)=[O:24])[CH3:21].BrN1C(=O)CCC1=O. The catalyst is C(Cl)(Cl)(Cl)Cl.N(C(C)(C)C#N)=NC(C)(C)C#N. The product is [CH2:20]([O:22][C:23]([C:7]1[C:8]([C:12]2[CH:13]=[CH:14][C:15]([CH2:18][Br:19])=[CH:16][CH:17]=2)=[CH:9][CH:10]=[CH:11][CH:6]=1)=[O:24])[CH3:21]. The yield is 0.990. (7) The catalyst is CCOC(C)=O.CN1C(=O)CCC1. The yield is 0.740. The reactants are [CH3:1][O:2][CH2:3][CH2:4][O:5][C:6]1[CH:11]=[CH:10][N:9]2[C:12]([C:15]([OH:17])=O)=[CH:13][N:14]=[C:8]2[CH:7]=1.C(N(CC)CC)C.ClC1C=C(Cl)C=C(Cl)C=1C(Cl)=O.[NH2:37][C:38]1[CH:46]=[CH:45][CH:44]=[C:43]2[C:39]=1[CH:40]=[N:41][N:42]2[CH2:47][C:48]1[CH:49]=[C:50]([CH:55]=[CH:56][CH:57]=1)[C:51]([O:53][CH3:54])=[O:52]. The product is [CH3:1][O:2][CH2:3][CH2:4][O:5][C:6]1[CH:11]=[CH:10][N:9]2[C:12]([C:15]([NH:37][C:38]3[CH:46]=[CH:45][CH:44]=[C:43]4[C:39]=3[CH:40]=[N:41][N:42]4[CH2:47][C:48]3[CH:49]=[C:50]([CH:55]=[CH:56][CH:57]=3)[C:51]([O:53][CH3:54])=[O:52])=[O:17])=[CH:13][N:14]=[C:8]2[CH:7]=1. (8) No catalyst specified. The product is [N:10]([CH2:13][C@@H:14]([OH:21])[CH2:15][C:16]([O:18][CH2:19][CH3:20])=[O:17])=[N+:11]=[N-:12]. The yield is 0.802. The reactants are OC(C)CC(OCC)=O.[N:10]([CH2:13][CH:14]([OH:21])[CH2:15][C:16]([O:18][CH2:19][CH3:20])=[O:17])=[N+:11]=[N-:12]. (9) The reactants are C(O[C:6]([N:8]1[CH2:13][CH2:12][N:11]([C:14]2[C:15]3[NH:22][CH:21]=[CH:20][C:16]=3[N:17]=[CH:18][N:19]=2)[CH2:10][CH2:9]1)=[O:7])(C)(C)C.Cl.[NH:24]([C:37]([O:39][C:40]([CH3:43])([CH3:42])[CH3:41])=[O:38])[C@@H:25](C(O)=O)[CH2:26][C:27]1[CH:32]=[CH:31][C:30]([Cl:33])=[CH:29][CH:28]=1.C1C=CC2N(O)N=NC=2C=1.CCN=C=NCCCN(C)C. The catalyst is C(Cl)Cl.O1CCOCC1. The product is [C:40]([O:39][C:37](=[O:38])[NH:24][CH:25]([CH2:26][C:27]1[CH:32]=[CH:31][C:30]([Cl:33])=[CH:29][CH:28]=1)[C:6](=[O:7])[N:8]1[CH2:9][CH2:10][N:11]([C:14]2[C:15]3[NH:22][CH:21]=[CH:20][C:16]=3[N:17]=[CH:18][N:19]=2)[CH2:12][CH2:13]1)([CH3:43])([CH3:41])[CH3:42]. The yield is 0.440.